From a dataset of Forward reaction prediction with 1.9M reactions from USPTO patents (1976-2016). Predict the product of the given reaction. (1) Given the reactants [Br:1][C:2]1[CH:3]=[C:4]([F:11])[C:5]([CH2:9]Br)=[C:6]([F:8])[CH:7]=1.[C-:12]#[N:13].[K+], predict the reaction product. The product is: [Br:1][C:2]1[CH:3]=[C:4]([F:11])[C:5]([CH2:9][C:12]#[N:13])=[C:6]([F:8])[CH:7]=1. (2) Given the reactants [CH2:1]([N:8]1[CH2:13][CH2:12][N:11]([CH2:14][CH2:15][C:16]([NH:18][C:19]2[CH:29]=[CH:28][C:22]3[CH2:23][CH2:24][NH:25][CH2:26][CH2:27][C:21]=3[CH:20]=2)=[O:17])[CH2:10][CH2:9]1)[C:2]1[CH:7]=[CH:6][CH:5]=[CH:4][CH:3]=1.[ClH:30], predict the reaction product. The product is: [ClH:30].[ClH:30].[ClH:30].[CH2:1]([N:8]1[CH2:13][CH2:12][N:11]([CH2:14][CH2:15][C:16]([NH:18][C:19]2[CH:29]=[CH:28][C:22]3[CH2:23][CH2:24][NH:25][CH2:26][CH2:27][C:21]=3[CH:20]=2)=[O:17])[CH2:10][CH2:9]1)[C:2]1[CH:7]=[CH:6][CH:5]=[CH:4][CH:3]=1.